This data is from Reaction yield outcomes from USPTO patents with 853,638 reactions. The task is: Predict the reaction yield, written as a fraction of the theoretical maximum amount of product (1.0 means a 100% yield; for example, 0.34 means a 34% yield). (1) The reactants are [CH2:1]([O:5][C:6]1[CH:11]=[CH:10][C:9]([CH2:12][C@H:13]([NH:18][C:19]([C@H:21]([C@@:39]([OH:47])([CH2:43][C:44]([OH:46])=[O:45])[C:40]([OH:42])=[O:41])/[CH:22]=[CH:23]/[CH2:24][CH2:25][CH2:26][CH2:27][CH2:28][CH2:29][C:30](=[O:38])[CH2:31][CH2:32][CH2:33][CH2:34][CH2:35][CH2:36][CH3:37])=[O:20])[C:14]([O:16][CH3:17])=[O:15])=[CH:8][CH:7]=1)[C:2]#[C:3][CH3:4].[BH4-].[Na+]. The catalyst is CO. The product is [CH2:1]([O:5][C:6]1[CH:11]=[CH:10][C:9]([CH2:12][C@H:13]([NH:18][C:19]([C@H:21]([C@@:39]([OH:47])([CH2:43][C:44]([OH:46])=[O:45])[C:40]([OH:42])=[O:41])/[CH:22]=[CH:23]/[CH2:24][CH2:25][CH2:26][CH2:27][CH2:28][CH2:29][CH:30]([OH:38])[CH2:31][CH2:32][CH2:33][CH2:34][CH2:35][CH2:36][CH3:37])=[O:20])[C:14]([O:16][CH3:17])=[O:15])=[CH:8][CH:7]=1)[C:2]#[C:3][CH3:4]. The yield is 0.400. (2) The reactants are [OH-].[Li+].[C:3]([C:7]1[CH:11]=[C:10]([C:12]([O:14]CC)=[O:13])[N:9]([C:17]2[CH:18]=[C:19]3[C:24](=[CH:25][CH:26]=2)[N:23]=[CH:22][CH:21]=[CH:20]3)[N:8]=1)([CH3:6])([CH3:5])[CH3:4]. The catalyst is O1CCOCC1.O.CCO. The product is [C:3]([C:7]1[CH:11]=[C:10]([C:12]([OH:14])=[O:13])[N:9]([C:17]2[CH:18]=[C:19]3[C:24](=[CH:25][CH:26]=2)[N:23]=[CH:22][CH:21]=[CH:20]3)[N:8]=1)([CH3:6])([CH3:4])[CH3:5]. The yield is 0.940. (3) No catalyst specified. The yield is 0.860. The product is [C:13]1([C:12]2[O:11][C:3]3[C:4]([C:5]([OH:7])=[O:6])=[CH:8][CH:9]=[CH:10][C:2]=3[N:1]=2)[CH:18]=[CH:17][CH:16]=[CH:15][CH:14]=1. The reactants are [NH2:1][C:2]1[CH:10]=[CH:9][CH:8]=[C:4]([C:5]([OH:7])=[O:6])[C:3]=1[OH:11].[C:12](Cl)(=O)[C:13]1[CH:18]=[CH:17][CH:16]=[CH:15][CH:14]=1. (4) The yield is 0.510. The reactants are Br[C:2]1[CH:8]=[CH:7][C:6]([F:9])=[CH:5][C:3]=1[NH2:4].C1(C)C=CC=CC=1P(C1C=CC=CC=1C)C1C=CC=CC=1C.[C:32]([O:36][CH3:37])(=[O:35])[CH:33]=[CH2:34].C(N(CC)CC)C. The catalyst is C(#N)C.CCOC(C)=O.C([O-])(=O)C.[Pd+2].C([O-])(=O)C. The product is [NH2:4][C:3]1[CH:5]=[C:6]([F:9])[CH:7]=[CH:8][C:2]=1/[CH:34]=[CH:33]/[C:32]([O:36][CH3:37])=[O:35].